Dataset: Forward reaction prediction with 1.9M reactions from USPTO patents (1976-2016). Task: Predict the product of the given reaction. (1) The product is: [NH2:12][C:11]1[N:7]([C:4]2[CH:3]=[CH:2][C:1]([CH3:20])=[CH:6][CH:5]=2)[N:8]=[C:9]([C:13]2[CH:18]=[CH:17][C:16]([N:19]([S:34]([C:27]3[CH:26]=[CH:30][CH:29]=[CH:28][CH:33]=3)(=[O:36])=[O:35])[S:34]([C:28]3[CH:33]=[CH:32][CH:31]=[CH:30][CH:29]=3)(=[O:36])=[O:35])=[CH:15][CH:14]=2)[CH:10]=1. Given the reactants [C:1]1([CH3:20])[CH:6]=[CH:5][C:4]([N:7]2[C:11]([NH2:12])=[CH:10][C:9]([C:13]3[CH:18]=[CH:17][C:16]([NH2:19])=[CH:15][CH:14]=3)=[N:8]2)=[CH:3][CH:2]=1.C(N([CH2:26][CH3:27])CC)C.[C:28]1([S:34](Cl)(=[O:36])=[O:35])[CH:33]=[CH:32][CH:31]=[CH:30][CH:29]=1, predict the reaction product. (2) Given the reactants [C:1]([O:5][C:6]([N:8]1[CH2:12][CH:11]([O:13][Si:14]([C:17]([CH3:20])([CH3:19])[CH3:18])([CH3:16])[CH3:15])[CH:10]([OH:21])[CH:9]1[CH2:22][CH2:23][NH:24][C:25]([O:27][CH2:28][C:29]1[CH:34]=[CH:33][CH:32]=[CH:31][CH:30]=1)=[O:26])=[O:7])([CH3:4])([CH3:3])[CH3:2].CCN(C(C)C)C(C)C.[CH3:44][S:45](Cl)(=[O:47])=[O:46], predict the reaction product. The product is: [C:1]([O:5][C:6]([N:8]1[CH2:12][CH:11]([O:13][Si:14]([C:17]([CH3:18])([CH3:20])[CH3:19])([CH3:16])[CH3:15])[CH:10]([O:21][S:45]([CH3:44])(=[O:47])=[O:46])[CH:9]1[CH2:22][CH2:23][NH:24][C:25]([O:27][CH2:28][C:29]1[CH:34]=[CH:33][CH:32]=[CH:31][CH:30]=1)=[O:26])=[O:7])([CH3:2])([CH3:3])[CH3:4]. (3) Given the reactants [CH:1]([O:4][C:5]1[N:10]=[C:9]([C:11]2[C:19]3[C:14](=[CH:15][CH:16]=[C:17]([C:20]4[N:24]=[C:23]([NH:25][CH:26]([CH3:28])[CH3:27])[O:22][N:21]=4)[CH:18]=3)[N:13](S(C3C=CC(C)=CC=3)(=O)=O)[CH:12]=2)[CH:8]=[N:7][CH:6]=1)([CH3:3])[CH3:2].[OH-].[Na+], predict the reaction product. The product is: [CH:1]([O:4][C:5]1[N:10]=[C:9]([C:11]2[C:19]3[C:14](=[CH:15][CH:16]=[C:17]([C:20]4[N:24]=[C:23]([NH:25][CH:26]([CH3:28])[CH3:27])[O:22][N:21]=4)[CH:18]=3)[NH:13][CH:12]=2)[CH:8]=[N:7][CH:6]=1)([CH3:3])[CH3:2].